Dataset: Forward reaction prediction with 1.9M reactions from USPTO patents (1976-2016). Task: Predict the product of the given reaction. (1) Given the reactants [NH2:1][C:2]1[N:7]=[CH:6][N:5]=[C:4]2[N:8]([CH2:12][C@H:13]3[CH2:17][CH2:16][CH2:15][N:14]3[C:18]([O:20][C:21]([CH3:24])([CH3:23])[CH3:22])=[O:19])[N:9]=[C:10](I)[C:3]=12.[F:25][C:26]1[CH:41]=[CH:40][CH:39]=[CH:38][C:27]=1[O:28][C:29]1[CH:34]=[CH:33][C:32](B(O)O)=[CH:31][CH:30]=1.C(=O)([O-])[O-].[Na+].[Na+], predict the reaction product. The product is: [NH2:1][C:2]1[N:7]=[CH:6][N:5]=[C:4]2[N:8]([CH2:12][C@@H:13]3[CH2:17][CH2:16][CH2:15][N:14]3[C:18]([O:20][C:21]([CH3:24])([CH3:23])[CH3:22])=[O:19])[N:9]=[C:10]([C:32]3[CH:31]=[CH:30][C:29]([O:28][C:27]4[CH:38]=[CH:39][CH:40]=[CH:41][C:26]=4[F:25])=[CH:34][CH:33]=3)[C:3]=12. (2) Given the reactants [OH:1][C@@H:2]([CH2:24][OH:25])[CH2:3][N:4]1[C:12]([C:13]2[CH:18]=[CH:17][CH:16]=[C:15]([F:19])[CH:14]=2)=[C:11]2[C:6]([N:7]([CH3:23])[C:8](=[O:22])[N:9]([CH3:21])[C:10]2=[O:20])=[CH:5]1.[O-]S(C(F)(F)F)(=O)=O.[Bi+3].[O-]S(C(F)(F)F)(=O)=O.[O-]S(C(F)(F)F)(=O)=O.[Cl:51][C:52]1[O:56][C:55]([CH:57]=O)=[CH:54][CH:53]=1, predict the reaction product. The product is: [Cl:51][C:52]1[O:56][C:55]([CH:57]2[C:5]3=[C:6]4[N:7]([CH3:23])[C:8](=[O:22])[N:9]([CH3:21])[C:10](=[O:20])[C:11]4=[C:12]([C:13]4[CH:18]=[CH:17][CH:16]=[C:15]([F:19])[CH:14]=4)[N:4]3[CH2:3][C@H:2]([CH2:24][OH:25])[O:1]2)=[CH:54][CH:53]=1. (3) Given the reactants [C:1]1([C:7]([CH3:15])([CH3:14])[C:8](=[O:13])[C:9]([O:11][CH3:12])=[O:10])[CH:6]=[CH:5][CH:4]=[CH:3][CH:2]=1.[BH4-].[Na+], predict the reaction product. The product is: [OH:13][CH:8]([C:7]([CH3:15])([C:1]1[CH:2]=[CH:3][CH:4]=[CH:5][CH:6]=1)[CH3:14])[C:9]([O:11][CH3:12])=[O:10]. (4) The product is: [CH2:9]([C:5]1[CH:6]=[CH:7][CH:8]=[C:3]([CH2:1][CH3:2])[C:4]=1[NH:11][C:12]([C:14]1[C:18]2[CH2:19][CH2:20][C:21]3[CH:22]=[N:23][C:24]([NH:27][C:28]4[CH:40]=[CH:39][C:31]([C:32]([OH:34])=[O:33])=[CH:30][C:29]=4[O:41][CH3:42])=[N:25][C:26]=3[C:17]=2[N:16]([CH3:43])[N:15]=1)=[O:13])[CH3:10]. Given the reactants [CH2:1]([C:3]1[CH:8]=[CH:7][CH:6]=[C:5]([CH2:9][CH3:10])[C:4]=1[NH:11][C:12]([C:14]1[C:18]2[CH2:19][CH2:20][C:21]3[CH:22]=[N:23][C:24]([NH:27][C:28]4[CH:40]=[CH:39][C:31]([C:32]([O:34]C(C)(C)C)=[O:33])=[CH:30][C:29]=4[O:41][CH3:42])=[N:25][C:26]=3[C:17]=2[N:16]([CH3:43])[N:15]=1)=[O:13])[CH3:2].O, predict the reaction product. (5) Given the reactants [Mg].[Si:2](Cl)([C:5]([CH3:8])([CH3:7])[CH3:6])([CH3:4])[CH3:3].[CH2:10]1[CH2:14]O[CH2:12][CH2:11]1, predict the reaction product. The product is: [Si:2]([C:11]1[CH:12]=[C:10]([CH3:14])[C:11]([CH3:12])=[CH:14][CH:10]=1)([C:5]([CH3:8])([CH3:7])[CH3:6])([CH3:4])[CH3:3]. (6) Given the reactants [OH:1][C:2]1[C:7]([CH:8]=[O:9])=[CH:6][C:5]([O:10][CH3:11])=[N:4][CH:3]=1.[Cl:12][C:13]1[N:14]=[CH:15][C:16]2[C:21]([C:22]=1[CH2:23]Cl)=[CH:20][CH:19]=[CH:18][CH:17]=2.C([O-])([O-])=O.[K+].[K+], predict the reaction product. The product is: [Cl:12][C:13]1[N:14]=[CH:15][C:16]2[C:21]([C:22]=1[CH2:23][O:1][C:2]1[C:7]([CH:8]=[O:9])=[CH:6][C:5]([O:10][CH3:11])=[N:4][CH:3]=1)=[CH:20][CH:19]=[CH:18][CH:17]=2. (7) Given the reactants Cl.[C:2]1([CH:8]([C:29]2[CH:34]=[CH:33][CH:32]=[CH:31][CH:30]=2)[CH2:9][NH:10][C:11]2[N:19]=[C:18]([CH2:20][NH:21][S:22]([CH2:25][CH:26]([CH3:28])[CH3:27])(=[O:24])=[O:23])[N:17]=[C:16]3[C:12]=2[N:13]=[CH:14][NH:15]3)[CH:7]=[CH:6][CH:5]=[CH:4][CH:3]=1.[C:35]([O:38][C@@H:39]1[C@H:43]([O:44][C:45](=[O:47])[CH3:46])[C@@H:42]([C:48]2[O:52][N:51]=[C:50]([CH2:53][CH3:54])[N:49]=2)[O:41][C@@H:40]1OC(=O)C)(=[O:37])[CH3:36].C(O[C@@H]1[C@H](OC(=O)C)[C@@H](C2ON=C(CC)N=2)O[C@H]1OC(=O)C)(=O)C, predict the reaction product. The product is: [C:35]([O:38][C@@H:39]1[C@H:43]([O:44][C:45](=[O:47])[CH3:46])[C@@H:42]([C:48]2[O:52][N:51]=[C:50]([CH2:53][CH3:54])[N:49]=2)[O:41][C@H:40]1[N:15]1[CH:14]=[N:13][C:12]2[C:16]1=[N:17][C:18]([CH2:20][NH:21][S:22]([CH2:25][CH:26]([CH3:28])[CH3:27])(=[O:23])=[O:24])=[N:19][C:11]=2[NH:10][CH2:9][CH:8]([C:2]1[CH:3]=[CH:4][CH:5]=[CH:6][CH:7]=1)[C:29]1[CH:30]=[CH:31][CH:32]=[CH:33][CH:34]=1)(=[O:37])[CH3:36]. (8) Given the reactants [C:1]1([NH:7][C:8]([C:10]2[C:14]([C:15]3[CH:20]=[CH:19][CH:18]=[C:17]([CH2:21][OH:22])[CH:16]=3)=[CH:13][N:12](CC3C=CC(OC)=CC=3)[N:11]=2)=[O:9])[CH:6]=[CH:5][CH:4]=[CH:3][CH:2]=1.C1(OC)C=CC=CC=1, predict the reaction product. The product is: [C:1]1([NH:7][C:8]([C:10]2[C:14]([C:15]3[CH:20]=[CH:19][CH:18]=[C:17]([CH2:21][OH:22])[CH:16]=3)=[CH:13][NH:12][N:11]=2)=[O:9])[CH:6]=[CH:5][CH:4]=[CH:3][CH:2]=1. (9) The product is: [C:14]([N:10]1[CH2:11][CH2:12][CH2:13][CH:8]([C:5]2[N:4]=[C:3]([C:27]3[CH:28]=[CH:29][C:30]([NH:33][C:34]([C:36]4[C:37](=[O:49])[N:38]([C:43]5[CH:44]=[CH:45][CH:46]=[CH:47][CH:48]=5)[N:39]([CH3:42])[C:40]=4[CH3:41])=[O:35])=[CH:31][CH:32]=3)[C:2]([NH2:1])=[N:7][CH:6]=2)[CH2:9]1)(=[O:26])[CH:15]=[CH2:16]. Given the reactants [NH2:1][C:2]1[C:3]([C:27]2[CH:32]=[CH:31][C:30]([NH:33][C:34]([C:36]3[C:37](=[O:49])[N:38]([C:43]4[CH:48]=[CH:47][CH:46]=[CH:45][CH:44]=4)[N:39]([CH3:42])[C:40]=3[CH3:41])=[O:35])=[CH:29][CH:28]=2)=[N:4][C:5]([CH:8]2[CH2:13][CH2:12][CH2:11][N:10]([C:14](=[O:26])[CH2:15][CH2:16]S(C3C=CC=CC=3)(=O)=O)[CH2:9]2)=[CH:6][N:7]=1.C(O[K])(C)(C)C, predict the reaction product. (10) Given the reactants [NH2:1][CH2:2][C:3]([OH:5])=[O:4].[OH-].[Na+].[CH3:8][C:9](=[CH2:13])[C:10](Cl)=[O:11], predict the reaction product. The product is: [CH3:13][C:9](=[CH2:8])[C:10]([NH:1][CH2:2][C:3]([OH:5])=[O:4])=[O:11].